From a dataset of hERG potassium channel inhibition data for cardiac toxicity prediction from Karim et al.. Regression/Classification. Given a drug SMILES string, predict its toxicity properties. Task type varies by dataset: regression for continuous values (e.g., LD50, hERG inhibition percentage) or binary classification for toxic/non-toxic outcomes (e.g., AMES mutagenicity, cardiotoxicity, hepatotoxicity). Dataset: herg_karim. (1) The drug is Cc1cccc(N2CCN(CCCCCCN3CCN(c4ccccc4)CC3)CC2)c1. The result is 1 (blocker). (2) The compound is Nc1nc(CNC(=O)c2ccc(C[C@@H]3CC[C@H]([C@H](O)c4ccccc4)N3)cc2)cs1. The result is 0 (non-blocker). (3) The molecule is CNS(=O)(=O)c1ccc2c(C(=O)NC[C@@H](O)CN3CCC(Oc4ccc(Cl)c(Cl)c4)CC3)c[nH]c(=O)c2c1. The result is 1 (blocker). (4) The molecule is Cc1cc(N2CCC(N3CCCC3C)C2)ccc1NC(=O)c1ccccc1F. The result is 1 (blocker). (5) The drug is CCS(=O)(=O)c1ccc(-c2cnc(N)c(-c3ccc(C(F)(F)F)nc3)n2)cc1. The result is 1 (blocker). (6) The molecule is O=C1NCc2ccc(OCCCCN3CCN(c4cccc5ccccc45)CC3)cc21. The result is 1 (blocker). (7) The compound is CCc1nc2cc(CN3CCC(NC(=O)c4cc(=O)c5ccc(F)cc5o4)CC3)ccc2o1. The result is 0 (non-blocker). (8) The drug is COc1cccc2c1O[C@H](c1ccc(OCCCN3CCCC3)cc1)[C@@H](C)S2(=O)=O. The result is 1 (blocker).